Dataset: Catalyst prediction with 721,799 reactions and 888 catalyst types from USPTO. Task: Predict which catalyst facilitates the given reaction. (1) Reactant: [Br:1][C:2]1[CH:12]=[CH:11][C:5]2[N:6]([CH3:10])[C:7](=[O:9])[NH:8][C:4]=2[C:3]=1[O:13][CH3:14].C(=O)([O-])[O-].[Cs+].[Cs+].[CH2:21](Br)[C:22]1[CH:27]=[CH:26][CH:25]=[CH:24][CH:23]=1. Product: [CH2:21]([N:8]1[C:4]2[C:3]([O:13][CH3:14])=[C:2]([Br:1])[CH:12]=[CH:11][C:5]=2[N:6]([CH3:10])[C:7]1=[O:9])[C:22]1[CH:27]=[CH:26][CH:25]=[CH:24][CH:23]=1. The catalyst class is: 288. (2) Product: [OH:1][CH:2]([C:4]1[N:8]=[CH:7][N:6]([C:9]2[N:10]=[CH:11][C:12]([O:23][CH3:24])=[C:13]3[C:17]([C:18](=[O:22])[C:19]([N:38]4[CH2:39][CH2:40][C:32]5[C:31]([C:26]6[CH:27]=[CH:28][CH:29]=[CH:30][N:25]=6)=[N:36][CH:35]=[N:34][C:33]=5[CH2:37]4)=[O:21])=[CH:16][NH:15][C:14]=23)[N:5]=1)[CH3:3]. Reactant: [OH:1][CH:2]([C:4]1[N:8]=[CH:7][N:6]([C:9]2[N:10]=[CH:11][C:12]([O:23][CH3:24])=[C:13]3[C:17]([C:18](=[O:22])[C:19]([OH:21])=O)=[CH:16][NH:15][C:14]=23)[N:5]=1)[CH3:3].[N:25]1[CH:30]=[CH:29][CH:28]=[CH:27][C:26]=1[C:31]1[C:32]2[CH2:40][CH2:39][NH:38][CH2:37][C:33]=2[N:34]=[CH:35][N:36]=1.F[B-](F)(F)F.N1(OC(N(C)C)=[N+](C)C)C2C=CC=CC=2N=N1.C(N(CC)C(C)C)(C)C. The catalyst class is: 121. (3) Reactant: [Cl:1][C:2]1[C:3]([Cl:21])=[CH:4][C:5]2[C:6]([N:20]=1)=[N:7][C:8]([N:13]1[CH2:18][CH2:17][N:16]([CH3:19])[CH2:15][CH2:14]1)=[C:9]([NH:11][NH2:12])[N:10]=2.[CH:22](OC)(OC)OC. Product: [Cl:1][C:2]1[C:3]([Cl:21])=[CH:4][C:5]2[N:10]3[CH:22]=[N:12][N:11]=[C:9]3[C:8]([N:13]3[CH2:18][CH2:17][N:16]([CH3:19])[CH2:15][CH2:14]3)=[N:7][C:6]=2[N:20]=1. The catalyst class is: 28. (4) Reactant: C(=O)([O-])OCC[CH2:5]/[C:6](/[CH3:16])=[CH:7]/[C:8]1[CH:13]=[CH:12][CH:11]=[C:10]([C:14]#[N:15])[CH:9]=1.[C:19]([O:23][C:24]([N:26]1[CH2:31][CH2:30][CH:29]([O:32][C:33]2[CH:38]=[CH:37][C:36]([NH:39][S:40]([CH2:43][CH3:44])(=[O:42])=[O:41])=[CH:35][CH:34]=2)[CH2:28][CH2:27]1)=[O:25])([CH3:22])([CH3:21])[CH3:20].C1(P(C2C=CC=CC=2)C2C=CC=CC=2)C=CC=CC=1. Product: [C:19]([O:23][C:24]([N:26]1[CH2:31][CH2:30][CH:29]([O:32][C:33]2[CH:34]=[CH:35][C:36]([N:39]([CH2:5]/[C:6](/[CH3:16])=[CH:7]/[C:8]3[CH:13]=[CH:12][CH:11]=[C:10]([C:14]#[N:15])[CH:9]=3)[S:40]([CH2:43][CH3:44])(=[O:42])=[O:41])=[CH:37][CH:38]=2)[CH2:28][CH2:27]1)=[O:25])([CH3:22])([CH3:21])[CH3:20]. The catalyst class is: 7. (5) Reactant: [CH:1]1([C:4]([NH:6][C:7]2[CH:12]=[C:11]([O:13][C:14]3[CH:23]=[C:22]4[C:17]([CH2:18][CH2:19][CH:20]([C:24](O)=[O:25])[CH2:21]4)=[CH:16][CH:15]=3)[CH:10]=[CH:9][N:8]=2)=[O:5])[CH2:3][CH2:2]1.CCN(C(C)C)C(C)C.CN(C(ON1N=NC2C=CC=NC1=2)=[N+](C)C)C.F[P-](F)(F)(F)(F)F.[NH2:60][C:61]1[CH:62]=[C:63]([CH:73]=[C:74]([C:76]([F:79])([F:78])[F:77])[CH:75]=1)[CH2:64][NH:65][C:66](=[O:72])[O:67][C:68]([CH3:71])([CH3:70])[CH3:69]. Product: [CH:1]1([C:4]([NH:6][C:7]2[CH:12]=[C:11]([O:13][C:14]3[CH:23]=[C:22]4[C:17]([CH2:18][CH2:19][CH:20]([C:24]([NH:60][C:61]5[CH:62]=[C:63]([CH:73]=[C:74]([C:76]([F:77])([F:78])[F:79])[CH:75]=5)[CH2:64][NH:65][C:66](=[O:72])[O:67][C:68]([CH3:71])([CH3:70])[CH3:69])=[O:25])[CH2:21]4)=[CH:16][CH:15]=3)[CH:10]=[CH:9][N:8]=2)=[O:5])[CH2:2][CH2:3]1. The catalyst class is: 18. (6) Reactant: [CH3:1][O:2][C:3](=[O:37])[CH:4]([O:32][C:33]([CH3:36])([CH3:35])[CH3:34])[C:5]1[C:10]([CH3:11])=[CH:9][CH:8]=[C:7](OS(C(F)(F)F)(=O)=O)[C:6]=1[C:20]1[C:21]([CH3:31])=[C:22]2[C:27](=[C:28]([F:30])[CH:29]=1)[O:26][CH2:25][CH2:24][CH2:23]2.[CH:38]1([B-](F)(F)F)[CH2:40][CH2:39]1.[K+].O.[O-]P([O-])([O-])=O.[K+].[K+].[K+].C1(P(C2CCCCC2)C2C=CC=CC=2C2C(OC(C)C)=CC=CC=2OC(C)C)CCCCC1. Product: [CH3:1][O:2][C:3](=[O:37])[CH:4]([O:32][C:33]([CH3:34])([CH3:35])[CH3:36])[C:5]1[C:10]([CH3:11])=[CH:9][CH:8]=[C:7]([CH:38]2[CH2:40][CH2:39]2)[C:6]=1[C:20]1[C:21]([CH3:31])=[C:22]2[C:27](=[C:28]([F:30])[CH:29]=1)[O:26][CH2:25][CH2:24][CH2:23]2. The catalyst class is: 498. (7) Reactant: [BH:1]1[CH:6]2[CH2:7][CH2:8][CH2:9][CH:2]1[CH2:3][CH2:4][CH2:5]2.[BH:10]1[CH:15]2[CH2:16][CH2:17][CH2:18][CH:11]1[CH2:12][CH2:13][CH2:14]2.C(=O)=O. Product: [BH:1]1[CH:6]2[CH2:7][CH2:8][CH2:9][CH:2]1[CH2:3][CH2:4][CH2:5]2.[BH:10]1[CH:15]2[CH2:16][CH2:17][CH2:18][CH:11]1[CH2:12][CH2:13][CH2:14]2. The catalyst class is: 7. (8) Reactant: [CH:1](=O)/[CH:2]=[CH:3]/[CH3:4].[C:6]1([S:12]([C:15]#[N:16])(=[O:14])=[O:13])[CH:11]=[CH:10][CH:9]=[CH:8][CH:7]=1.B(OCCCC)(OCCCC)OCCCC. The catalyst class is: 11. Product: [C:6]1([S:12]([C:15]2[CH:4]=[CH:3][CH:2]=[CH:1][N:16]=2)(=[O:13])=[O:14])[CH:7]=[CH:8][CH:9]=[CH:10][CH:11]=1. (9) Product: [O:27]=[C:6]1[NH:7][C@@H:8]([CH2:9][C:10]2[CH:11]=[CH:12][C:13]([O:16][C:17]3[N:18]=[CH:19][C:20]([CH:23]=[O:24])=[CH:21][CH:22]=3)=[CH:14][CH:15]=2)[CH2:25][O:5]1. Reactant: C([O:5][C:6](=[O:27])[NH:7][C@H:8]([CH2:25]O)[CH2:9][C:10]1[CH:15]=[CH:14][C:13]([O:16][C:17]2[CH:22]=[CH:21][C:20]([CH:23]=[O:24])=[CH:19][N:18]=2)=[CH:12][CH:11]=1)(C)(C)C.S(Cl)(Cl)=O. The catalyst class is: 4.